This data is from Peptide-MHC class I binding affinity with 185,985 pairs from IEDB/IMGT. The task is: Regression. Given a peptide amino acid sequence and an MHC pseudo amino acid sequence, predict their binding affinity value. This is MHC class I binding data. (1) The peptide sequence is NLITLAVSF. The MHC is HLA-B08:01 with pseudo-sequence HLA-B08:01. The binding affinity (normalized) is 0.464. (2) The peptide sequence is KFFEPKSQF. The MHC is H-2-Kb with pseudo-sequence H-2-Kb. The binding affinity (normalized) is 0.244. (3) The peptide sequence is SLMASSPTSI. The MHC is HLA-A03:01 with pseudo-sequence HLA-A03:01. The binding affinity (normalized) is 0.0847. (4) The peptide sequence is SEFLLEKRI. The MHC is Mamu-A11 with pseudo-sequence Mamu-A11. The binding affinity (normalized) is 0.759.